This data is from Forward reaction prediction with 1.9M reactions from USPTO patents (1976-2016). The task is: Predict the product of the given reaction. Given the reactants [CH3:1][O:2][C:3]1[C:12]([O:13][CH3:14])=[C:11]([O:15][CH3:16])[CH:10]=[C:9]2[C:4]=1[CH:5]=[CH:6][C:7]([CH:17]=[CH2:18])=[CH:8]2.B.[OH-:20].[Na+].OO, predict the reaction product. The product is: [OH:20][CH2:18][CH2:17][C:7]1[CH:6]=[CH:5][C:4]2[C:9](=[CH:10][C:11]([O:15][CH3:16])=[C:12]([O:13][CH3:14])[C:3]=2[O:2][CH3:1])[CH:8]=1.